From a dataset of Full USPTO retrosynthesis dataset with 1.9M reactions from patents (1976-2016). Predict the reactants needed to synthesize the given product. (1) Given the product [CH3:1][C:2]1[N:6]=[CH:5][S:4][C:3]=1/[CH:7]=[CH:8]\[C:9]1[CH2:30][S:29][C@@H:12]2[C@H:13]([NH:16][C:17](/[C:19](/[C:23]3[N:27]=[C:26]([NH2:28])[S:25][CH:24]=3)=[N:20]\[O:21][CH3:22])=[O:18])[C:14](=[O:15])[N:11]2[C:10]=1[C:31]([O:33][CH2:47][O:46][C:40]([C:41]([CH3:44])([CH3:43])[CH3:42])=[O:45])=[O:32], predict the reactants needed to synthesize it. The reactants are: [CH3:1][C:2]1[N:6]=[CH:5][S:4][C:3]=1/[CH:7]=[CH:8]\[C:9]1[CH2:30][S:29][C@@H:12]2[C@H:13]([NH:16][C:17](/[C:19](/[C:23]3[N:27]=[C:26]([NH2:28])[S:25][CH:24]=3)=[N:20]\[O:21][CH3:22])=[O:18])[C:14](=[O:15])[N:11]2[C:10]=1[C:31]([O-:33])=[O:32].[Na+].C(=O)(O)[O-].[Na+].[C:40]([O:46][CH2:47]I)(=[O:45])[C:41]([CH3:44])([CH3:43])[CH3:42].C(OC(C)C)(C)C. (2) Given the product [CH3:1][CH:2]1[CH2:3][N:4]([C:8]([O:10][C:11]([CH3:13])([CH3:12])[CH3:14])=[O:9])[CH2:5][CH2:6][N:7]1[C:25]([O:27][CH:28]([CH3:30])[CH3:29])=[O:26], predict the reactants needed to synthesize it. The reactants are: [CH3:1][CH:2]1[NH:7][CH2:6][CH2:5][N:4]([C:8]([O:10][C:11]([CH3:14])([CH3:13])[CH3:12])=[O:9])[CH2:3]1.CCN(C(C)C)C(C)C.Cl[C:25]([O:27][CH:28]([CH3:30])[CH3:29])=[O:26]. (3) Given the product [CH3:49][C:48]1[CH2:38][CH:37]([CH2:36][O:35][C@H:32]2[CH2:31][CH2:30][C@H:29]([N:3]3[C:2](=[O:1])[C:7]([CH2:8][C:9]4[CH:10]=[CH:11][C:12]([C:15]5[C:16]([C:21]#[N:22])=[CH:17][CH:18]=[CH:19][CH:20]=5)=[CH:13][CH:14]=4)=[C:6]([CH2:23][CH2:24][CH3:25])[N:5]4[N:26]=[CH:27][N:28]=[C:4]34)[CH2:34][CH2:33]2)[O:46][N:47]=1, predict the reactants needed to synthesize it. The reactants are: [O:1]=[C:2]1[C:7]([CH2:8][C:9]2[CH:14]=[CH:13][C:12]([C:15]3[C:16]([C:21]#[N:22])=[CH:17][CH:18]=[CH:19][CH:20]=3)=[CH:11][CH:10]=2)=[C:6]([CH2:23][CH2:24][CH3:25])[N:5]2[N:26]=[CH:27][N:28]=[C:4]2[N:3]1[CH:29]1[CH2:34][CH2:33][CH:32]([O:35][CH2:36][CH:37]=[CH2:38])[CH2:31][CH2:30]1.C(N(CC)CC)C.[OH:46][N:47]=[C:48](Cl)[CH3:49]. (4) Given the product [CH:11]1([NH:10][C:3]2[C:2]([C:25]#[C:24][CH2:23][CH2:22][C:16]3[CH:21]=[CH:20][CH:19]=[CH:18][CH:17]=3)=[CH:7][N:6]=[C:5]([C:8]#[N:9])[N:4]=2)[CH2:15][CH2:14][CH2:13][CH2:12]1, predict the reactants needed to synthesize it. The reactants are: Br[C:2]1[C:3]([NH:10][CH:11]2[CH2:15][CH2:14][CH2:13][CH2:12]2)=[N:4][C:5]([C:8]#[N:9])=[N:6][CH:7]=1.[C:16]1([CH2:22][CH2:23][C:24]#[CH:25])[CH:21]=[CH:20][CH:19]=[CH:18][CH:17]=1.C(N(CC)CC)C.[Cl-].[NH4+]. (5) The reactants are: Br[C:2]1[CH:10]=[CH:9][CH:8]=[C:7]2[C:3]=1[CH:4]=[C:5]([CH3:11])[CH2:6]2.[F:12][C:13]([F:27])([F:26])[C:14]1[CH:15]=[C:16]([Mg]Br)[CH:17]=[C:18]([C:20]([F:23])([F:22])[F:21])[CH:19]=1. Given the product [F:12][C:13]([F:26])([F:27])[C:14]1[CH:15]=[C:16]([C:2]2[CH:10]=[CH:9][CH:8]=[C:7]3[C:3]=2[CH:4]=[C:5]([CH3:11])[CH2:6]3)[CH:17]=[C:18]([C:20]([F:21])([F:22])[F:23])[CH:19]=1, predict the reactants needed to synthesize it. (6) Given the product [N:1]12[CH2:9][CH2:8][CH:5]([CH2:6][CH2:7]1)[N:4]([C:10]1[CH:11]=[C:12]3[C:17](=[CH:18][CH:19]=1)[N:16]=[C:15]([C:20]1[CH:25]=[CH:24][CH:23]=[C:22]([Cl:26])[CH:21]=1)[N:14]([CH2:27][C:28]([N:34]([CH3:35])[CH3:33])=[O:29])[C:13]3=[O:31])[CH2:3][CH2:2]2, predict the reactants needed to synthesize it. The reactants are: [N:1]12[CH2:9][CH2:8][CH:5]([CH2:6][CH2:7]1)[N:4]([C:10]1[CH:11]=[C:12]3[C:17](=[CH:18][CH:19]=1)[N:16]=[C:15]([C:20]1[CH:25]=[CH:24][CH:23]=[C:22]([Cl:26])[CH:21]=1)[N:14]([CH2:27][C:28](O)=[O:29])[C:13]3=[O:31])[CH2:3][CH2:2]2.Cl.[CH3:33][NH:34][CH3:35].C(N(CC)CC)C.CCCP1(OP(CCC)(=O)OP(CCC)(=O)O1)=O.C(OCC)(=O)C. (7) Given the product [Cl:26][C:27]1[C:28]([F:35])=[C:29]([CH:30]=[CH:31][CH:32]=1)[CH2:33][NH:34][C:14]([C@@H:9]1[CH2:10][C@@H:11]([F:13])[CH2:12][N:8]1[C:6]([O:5][C:1]([CH3:2])([CH3:3])[CH3:4])=[O:7])=[O:16], predict the reactants needed to synthesize it. The reactants are: [C:1]([O:5][C:6]([N:8]1[CH2:12][C@H:11]([F:13])[CH2:10][C@H:9]1[C:14]([OH:16])=O)=[O:7])([CH3:4])([CH3:3])[CH3:2].CCN(C(C)C)C(C)C.[Cl:26][C:27]1[C:28]([F:35])=[C:29]([CH2:33][NH2:34])[CH:30]=[CH:31][CH:32]=1.CN(C(ON1N=NC2C=CC=NC1=2)=[N+](C)C)C.F[P-](F)(F)(F)(F)F.